Task: Predict which catalyst facilitates the given reaction.. Dataset: Catalyst prediction with 721,799 reactions and 888 catalyst types from USPTO (1) Reactant: C[O:2][C:3]([C:5]1[CH:6]=[C:7]([C:16]2[CH:21]=[C:20]([CH:22]=[O:23])[CH:19]=[CH:18][C:17]=2[O:24][C:25]([F:28])([F:27])[F:26])[C:8]2[O:12][CH2:11][C:10]([CH3:14])([CH3:13])[C:9]=2[CH:15]=1)=[O:4].[OH-].[K+]. Product: [CH:22]([C:20]1[CH:19]=[CH:18][C:17]([O:24][C:25]([F:26])([F:27])[F:28])=[C:16]([C:7]2[C:8]3[O:12][CH2:11][C:10]([CH3:14])([CH3:13])[C:9]=3[CH:15]=[C:5]([C:3]([OH:4])=[O:2])[CH:6]=2)[CH:21]=1)=[O:23]. The catalyst class is: 5. (2) Reactant: [CH2:1]([O:3][C:4](=[O:31])[CH2:5][CH2:6][C:7]1[N:8]([C:21]2[CH:26]=[CH:25][C:24]([C:27](=[O:29])[NH2:28])=[CH:23][C:22]=2[CH3:30])[C:9](C2C=CC=CC=2[N+]([O-])=O)=[CH:10][CH:11]=1)[CH3:2].C([O-])=O.[NH4+:35]. Product: [CH2:1]([O:3][C:4](=[O:31])[CH2:5][CH2:6][C:7]1[N:8]([C:21]2[CH:26]=[CH:25][C:24]([C:27](=[O:29])[NH2:28])=[CH:23][C:22]=2[CH3:30])[C:9]([C:21]2[CH:26]=[CH:25][C:24]([NH2:35])=[CH:23][CH:22]=2)=[CH:10][CH:11]=1)[CH3:2]. The catalyst class is: 19. (3) Reactant: [NH2:1][C:2]1[CH:7]=[CH:6][CH:5]=[CH:4][C:3]=1[NH:8][C:9](=O)[C:10]1[CH:15]=[CH:14][C:13]([C:16]2[CH:17]=[CH:18][C:19]3[O:25][CH2:24][CH2:23][N:22]([C:26](=[O:40])[C:27]4[CH:32]=[CH:31][C:30]([S:33]([CH3:36])(=[O:35])=[O:34])=[C:29]([F:37])[C:28]=4[CH2:38][CH3:39])[CH2:21][C:20]=3[CH:41]=2)=[CH:12][CH:11]=1. Product: [NH:1]1[C:2]2[CH:7]=[CH:6][CH:5]=[CH:4][C:3]=2[N:8]=[C:9]1[C:10]1[CH:15]=[CH:14][C:13]([C:16]2[CH:17]=[CH:18][C:19]3[O:25][CH2:24][CH2:23][N:22]([C:26]([C:27]4[CH:32]=[CH:31][C:30]([S:33]([CH3:36])(=[O:34])=[O:35])=[C:29]([F:37])[C:28]=4[CH2:38][CH3:39])=[O:40])[CH2:21][C:20]=3[CH:41]=2)=[CH:12][CH:11]=1. The catalyst class is: 15. (4) Reactant: [Cl:1][C:2]1[CH:7]=[CH:6][CH:5]=[C:4]([CH2:8][CH:9]=[CH2:10])[C:3]=1[OH:11].B.[O:13]1CCCC1.[OH-].[Na+].OO. The catalyst class is: 20. Product: [Cl:1][C:2]1[CH:7]=[CH:6][CH:5]=[C:4]([CH2:8][CH2:9][CH2:10][OH:13])[C:3]=1[OH:11]. (5) Reactant: Cl[C:2]1[C:7]([I:8])=[CH:6][N:5]=[CH:4][N:3]=1.[CH:9]1([NH2:12])[CH2:11][CH2:10]1.C(=O)([O-])[O-].[Cs+].[Cs+]. Product: [CH:9]1([NH:12][C:2]2[C:7]([I:8])=[CH:6][N:5]=[CH:4][N:3]=2)[CH2:11][CH2:10]1. The catalyst class is: 85. (6) Reactant: [Cl:1][C:2]1[C:3]([N:8]2[C:12]([C:13]3[O:22][C:21](=[O:23])[C:20]4[C:15](=[C:16]([C:27]#[CH:28])[CH:17]=[C:18]5[CH:26]=[N:25][NH:24][C:19]5=4)[N:14]=3)=[CH:11][C:10]([C:29]([F:32])([F:31])[F:30])=[N:9]2)=[N:4][CH:5]=[CH:6][CH:7]=1.Cl.[C:34]1([NH2:40])([CH:37]2[CH2:39][CH2:38]2)[CH2:36][CH2:35]1.C(N(CC)CC)C. Product: [C:34]1([NH:40][C:21]([C:20]2[C:15]([NH:14][C:13]([C:12]3[N:8]([C:3]4[C:2]([Cl:1])=[CH:7][CH:6]=[CH:5][N:4]=4)[N:9]=[C:10]([C:29]([F:31])([F:32])[F:30])[CH:11]=3)=[O:22])=[C:16]([C:27]#[CH:28])[CH:17]=[C:18]3[C:19]=2[NH:24][N:25]=[CH:26]3)=[O:23])([CH:37]2[CH2:39][CH2:38]2)[CH2:36][CH2:35]1. The catalyst class is: 9. (7) Reactant: [CH3:1][O:2][C:3]([N:5]1[CH2:10][CH2:9][CH:8]([CH2:11][OH:12])[CH2:7][CH2:6]1)=[O:4].C(=O)(O)[O-].[Na+].[Br-].[Na+].Cl[O-].[Na+]. Product: [CH3:1][O:2][C:3]([N:5]1[CH2:6][CH2:7][CH:8]([CH:11]=[O:12])[CH2:9][CH2:10]1)=[O:4]. The catalyst class is: 46.